From a dataset of NCI-60 drug combinations with 297,098 pairs across 59 cell lines. Regression. Given two drug SMILES strings and cell line genomic features, predict the synergy score measuring deviation from expected non-interaction effect. (1) Drug 1: C1=CC(=CC=C1CC(C(=O)O)N)N(CCCl)CCCl.Cl. Drug 2: C1=NNC2=C1C(=O)NC=N2. Cell line: TK-10. Synergy scores: CSS=3.06, Synergy_ZIP=-1.24, Synergy_Bliss=-3.19, Synergy_Loewe=-9.14, Synergy_HSA=-6.55. (2) Drug 1: C1CCC(C1)C(CC#N)N2C=C(C=N2)C3=C4C=CNC4=NC=N3. Drug 2: C1=CN(C(=O)N=C1N)C2C(C(C(O2)CO)O)O.Cl. Cell line: NCI/ADR-RES. Synergy scores: CSS=31.5, Synergy_ZIP=-5.10, Synergy_Bliss=1.56, Synergy_Loewe=-43.5, Synergy_HSA=1.74. (3) Drug 1: C1CCN(CC1)CCOC2=CC=C(C=C2)C(=O)C3=C(SC4=C3C=CC(=C4)O)C5=CC=C(C=C5)O. Drug 2: CC(C)(C#N)C1=CC(=CC(=C1)CN2C=NC=N2)C(C)(C)C#N. Cell line: SN12C. Synergy scores: CSS=-0.0700, Synergy_ZIP=-1.13, Synergy_Bliss=-2.24, Synergy_Loewe=-2.24, Synergy_HSA=-1.99.